Dataset: Forward reaction prediction with 1.9M reactions from USPTO patents (1976-2016). Task: Predict the product of the given reaction. (1) Given the reactants [CH3:1][NH:2][CH2:3][C:4]1[CH:9]=[CH:8][C:7]([C:10]#[C:11][Si:12]([CH3:15])([CH3:14])[CH3:13])=[CH:6][CH:5]=1.C(N(CC)CC)C.Cl[C:24]([O:26][CH3:27])=[O:25].O, predict the reaction product. The product is: [CH3:27][O:26][C:24](=[O:25])[N:2]([CH3:1])[CH2:3][C:4]1[CH:9]=[CH:8][C:7]([C:10]#[C:11][Si:12]([CH3:13])([CH3:15])[CH3:14])=[CH:6][CH:5]=1. (2) Given the reactants [C:1]([O:5][C:6]([N:8]1[CH2:13][CH2:12][O:11][CH:10]([C:14]2[CH:19]=[CH:18][C:17]([N:20]=C(C3C=CC=CC=3)C3C=CC=CC=3)=[C:16]([F:34])[CH:15]=2)[CH:9]1C(C)(C)C)=[O:7])([CH3:4])([CH3:3])[CH3:2].C([O-])=O.[NH4+], predict the reaction product. The product is: [C:1]([O:5][C:6]([N:8]1[CH2:13][CH2:12][O:11][CH:10]([C:14]2[CH:19]=[CH:18][C:17]([NH2:20])=[C:16]([F:34])[CH:15]=2)[CH2:9]1)=[O:7])([CH3:4])([CH3:2])[CH3:3]. (3) Given the reactants Cl[C:2]1[N:7]=[CH:6][C:5]([CH2:8][N:9]2[C:13]([CH3:14])=[CH:12][C:11]([C:15]([OH:17])=[O:16])=[N:10]2)=[CH:4][CH:3]=1.[CH3:18][O:19][C:20]1[CH:21]=[C:22]([CH:26]=[CH:27][C:28]=1[O:29][CH3:30])[CH2:23][NH:24][CH3:25].C(OCC)(=O)C, predict the reaction product. The product is: [CH3:18][O:19][C:20]1[CH:21]=[C:22]([CH:26]=[CH:27][C:28]=1[O:29][CH3:30])[CH2:23][N:24]([CH3:25])[C:2]1[N:7]=[CH:6][C:5]([CH2:8][N:9]2[C:13]([CH3:14])=[CH:12][C:11]([C:15]([OH:17])=[O:16])=[N:10]2)=[CH:4][CH:3]=1. (4) Given the reactants [CH2:1]([N:7]1[CH2:12][CH:11]2[CH:9]([C:10]2(NC2C=CC=CC=2)[CH2:13][C:14]([F:17])([F:16])[F:15])[CH2:8]1)[CH2:2][CH2:3][CH2:4][CH2:5][CH3:6].[N:25]1[CH:30]=[CH:29][CH:28]=[CH:27][CH:26]=1.[CH3:31][S:32](Cl)(=[O:34])=[O:33].O.Cl[CH2:38]Cl, predict the reaction product. The product is: [CH2:1]([N:7]1[CH2:8][CH:9]2[CH:11]([C:10]2([C:26]2[CH:38]=[C:30]([NH:25][S:32]([CH3:31])(=[O:34])=[O:33])[CH:29]=[CH:28][CH:27]=2)[CH2:13][C:14]([F:15])([F:16])[F:17])[CH2:12]1)[CH2:2][CH2:3][CH2:4][CH2:5][CH3:6]. (5) Given the reactants Cl[C:2]1[C:7]([C:8]([F:11])([F:10])[F:9])=[CH:6][N:5]=[C:4]([NH:12][C:13]2[CH:18]=[CH:17][C:16]([P:19]([CH3:22])([CH3:21])=[O:20])=[CH:15][CH:14]=2)[N:3]=1.C(N(CC)CC)C.[NH2:30][N:31]1[CH2:36][CH2:35][O:34][CH2:33][CH2:32]1, predict the reaction product. The product is: [CH3:21][P:19]([C:16]1[CH:17]=[CH:18][C:13]([NH:12][C:4]2[N:3]=[C:2]([NH:30][N:31]3[CH2:36][CH2:35][O:34][CH2:33][CH2:32]3)[C:7]([C:8]([F:11])([F:10])[F:9])=[CH:6][N:5]=2)=[CH:14][CH:15]=1)([CH3:22])=[O:20]. (6) Given the reactants [Br:1][C:2]1[CH:3]=[C:4]2[C:8](=[CH:9][CH:10]=1)[NH:7][C:6](=[O:11])[C:5]2=[O:12].[CH3:13][Mg]Br.[Cl-].[NH4+], predict the reaction product. The product is: [Br:1][C:2]1[CH:3]=[C:4]2[C:8](=[CH:9][CH:10]=1)[NH:7][C:6](=[O:11])[C:5]2([OH:12])[CH3:13].